This data is from CYP2D6 inhibition data for predicting drug metabolism from PubChem BioAssay. The task is: Regression/Classification. Given a drug SMILES string, predict its absorption, distribution, metabolism, or excretion properties. Task type varies by dataset: regression for continuous measurements (e.g., permeability, clearance, half-life) or binary classification for categorical outcomes (e.g., BBB penetration, CYP inhibition). Dataset: cyp2d6_veith. (1) The drug is CN(C)CCCO[C@H]1[C@@H]2OC(C)(C)O[C@@H]2O[C@@H]1[C@H](O)CO. The result is 0 (non-inhibitor). (2) The compound is CC1CC2=C(NC(=S)NC2c2ccc(F)cc2)/C(=C/c2ccc(F)cc2)C1. The result is 0 (non-inhibitor). (3) The compound is COc1ccc2[nH]cc(CCNc3ccnc(-c4cccc(NS(C)(=O)=O)c4)n3)c2c1. The result is 1 (inhibitor). (4) The molecule is O=C(Nc1ccccc1)N1CCOCC1. The result is 0 (non-inhibitor). (5) The compound is CCn1c(SCC(=O)Nc2sc3c(c2C(N)=O)CCC(C)C3)nnc1-c1ccco1. The result is 0 (non-inhibitor). (6) The drug is COc1ccc(CNc2nc(-c3c(C)noc3C)nc3ccccc23)c(OC)c1. The result is 0 (non-inhibitor). (7) The compound is c1ccc(N2CC3(CCNCC3)C2)cc1. The result is 0 (non-inhibitor). (8) The drug is CCOC(=O)CC1NC(=O)c2ccccc21. The result is 0 (non-inhibitor). (9) The compound is Cc1noc(C)c1-c1nccc(N(C)Cc2ccco2)n1. The result is 0 (non-inhibitor).